From a dataset of Reaction yield outcomes from USPTO patents with 853,638 reactions. Predict the reaction yield, written as a fraction of the theoretical maximum amount of product (1.0 means a 100% yield; for example, 0.34 means a 34% yield). (1) The reactants are [OH:1][C:2]1[CH:3]=[C:4]([CH2:9][C:10]#[N:11])[CH:5]=[CH:6][C:7]=1[OH:8].CO[C:14](OC)([CH3:16])[CH3:15].CC1C=CC(S(O)(=O)=O)=CC=1. The catalyst is C1(C)C=CC=CC=1. The product is [CH3:15][C:14]1([CH3:16])[O:8][C:7]2[CH:6]=[CH:5][C:4]([CH2:9][C:10]#[N:11])=[CH:3][C:2]=2[O:1]1. The yield is 0.200. (2) The reactants are [Cl:1][C:2]1[CH:7]=[C:6]([N+:8]([O-])=O)[CH:5]=[C:4]([N+:11]([O-:13])=[O:12])[CH:3]=1.CCO. The catalyst is C(OCC)(=O)C. The product is [Cl:1][C:2]1[CH:7]=[C:6]([CH:5]=[C:4]([N+:11]([O-:13])=[O:12])[CH:3]=1)[NH2:8]. The yield is 0.530. (3) The reactants are [F:1][C:2]1[CH:3]=[C:4]([C:8]#[C:9][CH2:10][OH:11])[CH:5]=[CH:6][CH:7]=1. The catalyst is C(Cl)Cl. The product is [F:1][C:2]1[CH:3]=[C:4]([C:8]#[C:9][CH:10]=[O:11])[CH:5]=[CH:6][CH:7]=1. The yield is 0.634. (4) The reactants are CO[C:3](=[O:18])[CH:4]([C:11]1[CH:16]=[CH:15][C:14]([Cl:17])=[CH:13][CH:12]=1)[CH2:5][CH:6]1[CH2:10][CH2:9][CH2:8][CH2:7]1.[NH2:19][C:20]1[S:21][CH:22]=[CH:23][N:24]=1.C[O-].[Mg+2].C[O-].CO. No catalyst specified. The product is [Cl:17][C:14]1[CH:13]=[CH:12][C:11]([CH:4]([CH2:5][CH:6]2[CH2:7][CH2:8][CH2:9][CH2:10]2)[C:3]([NH:19][C:20]2[S:21][CH:22]=[CH:23][N:24]=2)=[O:18])=[CH:16][CH:15]=1. The yield is 0.350. (5) The reactants are [C:1]([O:5][C:6]([N:8]1[CH2:12][CH2:11][CH2:10][C:9]1([CH:16]([C:18]1[CH:23]=[C:22]([F:24])[C:21]([Cl:25])=[C:20]([Cl:26])[CH:19]=1)[OH:17])[CH2:13][CH2:14][CH3:15])=[O:7])([CH3:4])([CH3:3])[CH3:2]. The catalyst is C(Cl)Cl. The product is [C:1]([O:5][C:6]([N:8]1[CH2:12][CH2:11][CH2:10][C:9]1([C:16](=[O:17])[C:18]1[CH:23]=[C:22]([F:24])[C:21]([Cl:25])=[C:20]([Cl:26])[CH:19]=1)[CH2:13][CH2:14][CH3:15])=[O:7])([CH3:2])([CH3:3])[CH3:4]. The yield is 0.680. (6) The reactants are NCC1[C:5]2([CH2:10][CH2:9][N:8]([C:11]([O:13][C:14]([CH3:17])([CH3:16])[CH3:15])=[O:12])[CH2:7][CH2:6]2)C1.[NH:18]1[C:26]2[CH:25]=[CH:24][N:23]=[CH:22][C:21]=2[CH:20]=[C:19]1[C:27]([OH:29])=O.CCN=C=[N:34][CH2:35][CH2:36][CH2:37]N(C)C.C(N(CC)CC)C.C1C=CC2N(O)N=NC=2C=1. The catalyst is CN(C=O)C.O. The product is [NH:18]1[C:26]2[CH:25]=[CH:24][N:23]=[CH:22][C:21]=2[CH:20]=[C:19]1[C:27]([NH:34][CH2:35][CH:36]1[C:9]2([N:8]([C:11]([O:13][C:14]([CH3:15])([CH3:16])[CH3:17])=[O:12])[CH2:7][CH2:6][CH2:5][CH2:10]2)[CH2:37]1)=[O:29]. The yield is 0.820.